Dataset: Rat liver microsome stability data. Task: Regression/Classification. Given a drug SMILES string, predict its absorption, distribution, metabolism, or excretion properties. Task type varies by dataset: regression for continuous measurements (e.g., permeability, clearance, half-life) or binary classification for categorical outcomes (e.g., BBB penetration, CYP inhibition). Dataset: rlm. (1) The drug is N#Cc1cc(OC(F)(F)F)cc(-c2nc(-c3ccc4[nH]c5c(c4c3)CCC5CC(=O)O)no2)c1. The result is 0 (unstable in rat liver microsomes). (2) The molecule is Cc1ccccc1C(=O)N1CCc2cc(-c3nc(NC(=O)CC4CCCCC4)sc3C)ccc21. The result is 1 (stable in rat liver microsomes). (3) The molecule is COc1ccc(NS(=O)(=O)c2ccc(C)cc2)c(C(=O)Nc2nc(-c3ccccc3)cs2)c1. The result is 1 (stable in rat liver microsomes). (4) The drug is O=C(NCCCN1CCOCC1)c1cccc(-n2ncc3cc(Nc4ccccc4Cl)ccc32)c1. The result is 1 (stable in rat liver microsomes). (5) The compound is O=C(c1cccnc1)N1CCC(NS(=O)(=O)c2cc(S(=O)(=O)c3ccccc3)ccc2C(F)(F)F)CC1. The result is 1 (stable in rat liver microsomes). (6) The drug is CN(C)c1ccc(-c2ccnc(O)c2N)cc1. The result is 0 (unstable in rat liver microsomes). (7) The drug is O=C(NCCc1c[nH]c2ccccc12)C1CCN(C(=O)c2ccc(-c3ccccc3)cc2)CC1. The result is 0 (unstable in rat liver microsomes). (8) The drug is Cc1cnc(NCCc2ccc(F)c(F)c2)c(=O)n1CC(=O)NCCON=C(N)N. The result is 0 (unstable in rat liver microsomes). (9) The drug is COc1ccc(C)cc1Nc1c2c(nc3ccccc13)CCC2. The result is 1 (stable in rat liver microsomes). (10) The drug is Cc1ccccc1N1CCN(C(=O)c2cc(-c3ccc(Cl)cc3)[nH]n2)CC1. The result is 1 (stable in rat liver microsomes).